From a dataset of CYP2C19 inhibition data for predicting drug metabolism from PubChem BioAssay. Regression/Classification. Given a drug SMILES string, predict its absorption, distribution, metabolism, or excretion properties. Task type varies by dataset: regression for continuous measurements (e.g., permeability, clearance, half-life) or binary classification for categorical outcomes (e.g., BBB penetration, CYP inhibition). Dataset: cyp2c19_veith. (1) The molecule is O=[N+]([O-])c1ccc(CSCc2ccc(Cl)cc2)cc1. The result is 1 (inhibitor). (2) The molecule is Cc1ccc(N=Cc2cc(C)n(C3CCCC3)c2C)cc1. The result is 1 (inhibitor). (3) The drug is O=C(c1cc(C(F)(F)F)cc(C(F)(F)F)c1)N1CCC2(CC1)CN(c1ccccn1)C2. The result is 0 (non-inhibitor). (4) The result is 0 (non-inhibitor). The drug is COCC(=O)N1CCC2(CC1)CCN(c1ccccc1)CC2. (5) The molecule is CN1CCN(c2ncc3nc(-c4cn(C)c5ccccc45)c(=O)n(C)c3n2)CC1. The result is 0 (non-inhibitor). (6) The compound is O=C(O)CNCCc1ccccc1. The result is 0 (non-inhibitor). (7) The result is 0 (non-inhibitor). The molecule is OC[C@@H](O)CSc1ncnc2nc[nH]c12. (8) The compound is CC(=O)O.CC[C@H]1CC[C@H]2[C@@H]3CC=C4C[C@H](OC(C)=O)[C@@H](N)C[C@@]4(C)[C@H]3CC[C@@]12C. The result is 0 (non-inhibitor).